Dataset: Peptide-MHC class II binding affinity with 134,281 pairs from IEDB. Task: Regression. Given a peptide amino acid sequence and an MHC pseudo amino acid sequence, predict their binding affinity value. This is MHC class II binding data. (1) The peptide sequence is KFIPALEAAVKQAYA. The MHC is DRB1_0404 with pseudo-sequence DRB1_0404. The binding affinity (normalized) is 0.357. (2) The peptide sequence is MSIHGKGEWMTTEDM. The MHC is HLA-DQA10501-DQB10302 with pseudo-sequence HLA-DQA10501-DQB10302. The binding affinity (normalized) is 0. (3) The peptide sequence is GGTEIKYNGEEYLIL. The MHC is HLA-DPA10301-DPB10402 with pseudo-sequence HLA-DPA10301-DPB10402. The binding affinity (normalized) is 0.607. (4) The peptide sequence is NDFLKTGHYTQMVWA. The MHC is HLA-DPA10201-DPB11401 with pseudo-sequence HLA-DPA10201-DPB11401. The binding affinity (normalized) is 0.416. (5) The peptide sequence is PANDKFTVFEAAFNN. The MHC is DRB1_0901 with pseudo-sequence DRB1_0901. The binding affinity (normalized) is 0.558.